This data is from Full USPTO retrosynthesis dataset with 1.9M reactions from patents (1976-2016). The task is: Predict the reactants needed to synthesize the given product. (1) Given the product [C:5]([C:20]([NH:7][C:8]1[CH:13]=[CH:12][C:11]([CH2:14][CH2:15][CH2:16][C:17]#[N:18])=[C:10]([F:19])[CH:9]=1)([CH3:23])[CH3:21])#[N:6], predict the reactants needed to synthesize it. The reactants are: [Si]([C:5]#[N:6])(C)(C)C.[NH2:7][C:8]1[CH:13]=[CH:12][C:11]([CH2:14][CH2:15][CH2:16][C:17]#[N:18])=[C:10]([F:19])[CH:9]=1.[C:20]1(=O)[CH2:23]C[CH2:21]1. (2) Given the product [F:64][C:58]1[CH:59]=[CH:60][C:61]([CH3:63])=[CH:62][C:57]=1[NH:54][C:55](=[O:56])[NH:32][C:33]1[CH:34]=[CH:35][C:36]([C:39]2[S:43][C:42]([CH:44]3[CH2:45][CH2:46][CH:47]([C:50]([O:52][CH3:53])=[O:51])[CH2:48][CH2:49]3)=[N:41][CH:40]=2)=[CH:37][CH:38]=1, predict the reactants needed to synthesize it. The reactants are: FC(F)(F)C1C=C(NC(=O)NC2C=CC(C3SC(CCC(OC)=O)=NC=3)=CC=2)C=CC=1.[NH2:32][C:33]1[CH:38]=[CH:37][C:36]([C:39]2[S:43][C:42]([CH:44]3[CH2:49][CH2:48][CH:47]([C:50]([O:52][CH3:53])=[O:51])[CH2:46][CH2:45]3)=[N:41][CH:40]=2)=[CH:35][CH:34]=1.[N:54]([C:57]1[CH:62]=[C:61]([CH3:63])[CH:60]=[CH:59][C:58]=1[F:64])=[C:55]=[O:56]. (3) Given the product [Cl:25][C:26]1[CH:33]=[CH:32][C:29]([CH2:30][NH:31][C:12]([C:8]2[C:9](=[O:11])[C:10]3[C:2]([CH3:1])=[C:3]([CH2:18][N:19]4[CH2:20][CH2:21][O:22][CH2:23][CH2:24]4)[S:4][C:5]=3[N:6]([CH3:17])[CH:7]=2)=[O:13])=[CH:28][CH:27]=1, predict the reactants needed to synthesize it. The reactants are: [CH3:1][C:2]1[C:10]2[C:9](=[O:11])[C:8]([C:12](OCC)=[O:13])=[CH:7][N:6]([CH3:17])[C:5]=2[S:4][C:3]=1[CH2:18][N:19]1[CH2:24][CH2:23][O:22][CH2:21][CH2:20]1.[Cl:25][C:26]1[CH:33]=[CH:32][C:29]([CH2:30][NH2:31])=[CH:28][CH:27]=1. (4) Given the product [CH3:1][C@H:2]([C:4]1[CH:5]=[CH:6][C:7]([S:10]([CH3:13])(=[O:12])=[O:11])=[CH:8][CH:9]=1)[OH:3], predict the reactants needed to synthesize it. The reactants are: [CH3:1][C:2]([C:4]1[CH:9]=[CH:8][C:7]([S:10]([CH3:13])(=[O:12])=[O:11])=[CH:6][CH:5]=1)=[O:3]. (5) Given the product [CH3:7][C:5]1[S:4][C:3]([C:8]2[CH:9]=[CH:10][N:18]=[C:16]([NH:15][C:19]3[CH:20]=[C:21]([S:25]([NH:28][CH2:29][CH2:30][OH:31])(=[O:27])=[O:26])[CH:22]=[CH:23][CH:24]=3)[N:17]=2)=[C:2]([CH3:1])[N:6]=1, predict the reactants needed to synthesize it. The reactants are: [CH3:1][C:2]1[N:6]=[C:5]([CH3:7])[S:4][C:3]=1/[CH:8]=[CH:9]/[C:10](N(C)C)=O.[NH:15]([C:19]1[CH:20]=[C:21]([S:25]([NH:28][CH2:29][CH2:30][OH:31])(=[O:27])=[O:26])[CH:22]=[CH:23][CH:24]=1)[C:16]([NH2:18])=[NH:17].CC#N. (6) Given the product [ClH:34].[ClH:34].[NH2:7][CH2:8][C:9]1[CH:14]=[CH:13][CH:12]=[CH:11][C:10]=1[CH2:15][C:16]([N:17]([CH3:31])[C@@H:18]([C:25]1[CH:30]=[CH:29][CH:28]=[CH:27][CH:26]=1)[CH2:19][N:20]1[CH2:24][CH2:23][CH2:22][CH2:21]1)=[O:32], predict the reactants needed to synthesize it. The reactants are: C(OC(=O)[NH:7][CH2:8][C:9]1[CH:14]=[CH:13][CH:12]=[CH:11][C:10]=1[CH2:15][C:16](=[O:32])[N:17]([CH3:31])[C@@H:18]([C:25]1[CH:30]=[CH:29][CH:28]=[CH:27][CH:26]=1)[CH2:19][N:20]1[CH2:24][CH2:23][CH2:22][CH2:21]1)(C)(C)C.[ClH:34]. (7) Given the product [CH2:20]([O:22][C:23](=[O:54])[CH2:24][C:25]1([CH2:28][CH2:29][CH:30](/[CH:45]=[CH:46]/[C:47]2[CH:52]=[CH:51][CH:50]=[CH:49][C:48]=2[O:53][CH2:8][C:7]2[CH:10]=[CH:11][C:4]([O:3][C:2]([F:13])([F:12])[F:1])=[CH:5][CH:6]=2)[CH2:31][C:32]2[CH:33]=[CH:34][C:35]([C:36]([O:38][C:39]([CH3:42])([CH3:41])[CH3:40])=[O:37])=[CH:43][CH:44]=2)[CH2:26][CH2:27]1)[CH3:21], predict the reactants needed to synthesize it. The reactants are: [F:1][C:2]([F:13])([F:12])[O:3][C:4]1[CH:11]=[CH:10][C:7]([CH2:8]Br)=[CH:6][CH:5]=1.C(=O)([O-])[O-].[K+].[K+].[CH2:20]([O:22][C:23](=[O:54])[CH2:24][C:25]1([CH2:28][CH2:29][CH:30](/[CH:45]=[CH:46]/[C:47]2[CH:52]=[CH:51][CH:50]=[CH:49][C:48]=2[OH:53])[CH2:31][C:32]2[CH:44]=[CH:43][C:35]([C:36]([O:38][C:39]([CH3:42])([CH3:41])[CH3:40])=[O:37])=[CH:34][CH:33]=2)[CH2:27][CH2:26]1)[CH3:21]. (8) Given the product [CH2:19]([N:21]([CH2:25][CH3:26])[CH2:22][CH2:23][NH:24][CH2:13][C:12]1[CH:15]=[CH:16][C:9]([C:6]2[CH:7]=[CH:8][C:3]([C:2]([F:18])([F:17])[F:1])=[CH:4][CH:5]=2)=[CH:10][CH:11]=1)[CH3:20], predict the reactants needed to synthesize it. The reactants are: [F:1][C:2]([F:18])([F:17])[C:3]1[CH:8]=[CH:7][C:6]([C:9]2[CH:16]=[CH:15][C:12]([CH:13]=O)=[CH:11][CH:10]=2)=[CH:5][CH:4]=1.[CH2:19]([N:21]([CH2:25][CH3:26])[CH2:22][CH2:23][NH2:24])[CH3:20].[BH4-].[Na+].[H][H].